This data is from Forward reaction prediction with 1.9M reactions from USPTO patents (1976-2016). The task is: Predict the product of the given reaction. Given the reactants CO[C:3](=[O:15])[NH:4][C:5]1[NH:9][C:8]2[CH:10]=[C:11]([OH:14])[CH:12]=[CH:13][C:7]=2[N:6]=1.[CH3:16][O:17][CH2:18][CH2:19][NH2:20].O, predict the reaction product. The product is: [OH:14][C:11]1[CH:12]=[CH:13][C:7]2[N:6]=[C:5]([NH:4][C:3]([NH:20][CH2:19][CH2:18][O:17][CH3:16])=[O:15])[NH:9][C:8]=2[CH:10]=1.